From a dataset of Peptide-MHC class II binding affinity with 134,281 pairs from IEDB. Regression. Given a peptide amino acid sequence and an MHC pseudo amino acid sequence, predict their binding affinity value. This is MHC class II binding data. The peptide sequence is AGYTPAAPAGAEPAGKATTE. The MHC is DRB5_0101 with pseudo-sequence DRB5_0101. The binding affinity (normalized) is 0.623.